Dataset: Reaction yield outcomes from USPTO patents with 853,638 reactions. Task: Predict the reaction yield, written as a fraction of the theoretical maximum amount of product (1.0 means a 100% yield; for example, 0.34 means a 34% yield). (1) The reactants are [OH:1][CH2:2][C:3]1[CH:8]=[CH:7][C:6]([S:9][CH:10]2[CH2:14][CH2:13][O:12][C:11]2=[O:15])=[CH:5][CH:4]=1.[Cl:16][C:17]([Cl:21])([Cl:20])[C:18]#[N:19]. The catalyst is N12CCCN=C1CCCCC2. The product is [Cl:16][C:17]([Cl:21])([Cl:20])[C:18](=[NH:19])[O:1][CH2:2][C:3]1[CH:4]=[CH:5][C:6]([S:9][CH:10]2[CH2:14][CH2:13][O:12][C:11]2=[O:15])=[CH:7][CH:8]=1. The yield is 0.310. (2) The reactants are [N:1]1([S:7]([C:10]2[CH:11]=[CH:12][CH:13]=[C:14]3[C:19]=2[CH2:18][NH:17][CH2:16][CH2:15]3)(=[O:9])=[O:8])[CH2:6][CH2:5][O:4][CH2:3][CH2:2]1.Cl[C:21]1[C:30]2[C:25](=[CH:26][C:27]([O:33][CH3:34])=[C:28]([O:31][CH3:32])[CH:29]=2)[N:24]=[CH:23][N:22]=1. The catalyst is CC(O)C. The product is [CH3:32][O:31][C:28]1[CH:29]=[C:30]2[C:25](=[CH:26][C:27]=1[O:33][CH3:34])[N:24]=[CH:23][N:22]=[C:21]2[N:17]1[CH2:16][CH2:15][C:14]2[C:19](=[C:10]([S:7]([N:1]3[CH2:6][CH2:5][O:4][CH2:3][CH2:2]3)(=[O:9])=[O:8])[CH:11]=[CH:12][CH:13]=2)[CH2:18]1. The yield is 0.850. (3) The reactants are [O:1]1[CH2:7][CH2:6][CH2:5][O:4][C:3]2[C:8]([CH:12]=O)=[CH:9][CH:10]=[CH:11][C:2]1=2.[CH3:14][NH2:15].[BH4-].[Na+].O. The catalyst is CO. The product is [O:1]1[CH2:7][CH2:6][CH2:5][O:4][C:3]2[C:8]([CH2:12][NH:15][CH3:14])=[CH:9][CH:10]=[CH:11][C:2]1=2. The yield is 0.860.